From a dataset of Experimentally validated miRNA-target interactions with 360,000+ pairs, plus equal number of negative samples. Binary Classification. Given a miRNA mature sequence and a target amino acid sequence, predict their likelihood of interaction. (1) The miRNA is hsa-miR-3180-3p with sequence UGGGGCGGAGCUUCCGGAGGCC. The protein sequence of the target gene is MEPGDAARPGSGRATGAPPPRLLLLPLLLGWGLRVAAAASASSSGAAAEDSSAMEELATEKEAEESHRQDSVSLLTFILLLTLTILTIWLFKHRRVRFLHETGLAMIYGLIVGVILRYGTPATSGRDKSLSCTQEDRAFSTLLVNVSGKFFEYTLKGEISPGKINSVEQNDMLRKVTFDPEVFFNILLPPIIFHAGYSLKKRHFFRNLGSILAYAFLGTAVSCFIIGNLMYGVVKLMKIMGQLSDKFYYTDCLFFGAIISATDPVTVLAIFNELHADVDLYALLFGESVLNDAVAIVLSS.... Result: 1 (interaction). (2) The miRNA is hsa-miR-4782-5p with sequence UUCUGGAUAUGAAGACAAUCAA. The protein sequence of the target gene is MSVEDGGMPGLGRPRQARWTLMLLLSTAMYGAHAPLLALCHVDGRVPFRPSSAVLLTELTKLLLCAFSLLVGWQAWPQGPPPWRQAAPFALSALLYGANNNLVIYLQRYMDPSTYQVLSNLKIGSTAVLYCLCLRHRLSVRQGLALLLLMAAGACYAAGGLQVPGNTLPSPPPAAAASPMPLHITPLGLLLLILYCLISGLSSVYTELLMKRQRLPLALQNLFLYTFGVLLNLGLHAGGGSGPGLLEGFSGWAALVVLSQALNGLLMSAVMKHGSSITRLFVVSCSLVVNAVLSAVLLRL.... Result: 0 (no interaction).